From a dataset of Full USPTO retrosynthesis dataset with 1.9M reactions from patents (1976-2016). Predict the reactants needed to synthesize the given product. Given the product [Cl:3][C:4]1[CH:5]=[CH:6][C:7]([NH:14][C:15]([C:17]2[CH:22]=[CH:21][CH:20]=[C:19]([C:23]3[CH:24]=[N:25][C:26]4[C:31]([CH:32]=3)=[CH:30][CH:29]=[CH:28][CH:27]=4)[CH:18]=2)=[O:16])=[C:8]([CH:13]=1)[C:9]([O-:11])=[O:10].[Na+:2], predict the reactants needed to synthesize it. The reactants are: [OH-].[Na+:2].[Cl:3][C:4]1[CH:5]=[CH:6][C:7]([NH:14][C:15]([C:17]2[CH:22]=[CH:21][CH:20]=[C:19]([C:23]3[CH:24]=[N:25][C:26]4[C:31]([CH:32]=3)=[CH:30][CH:29]=[CH:28][CH:27]=4)[CH:18]=2)=[O:16])=[C:8]([CH:13]=1)[C:9]([O:11]C)=[O:10].